Dataset: Peptide-MHC class I binding affinity with 185,985 pairs from IEDB/IMGT. Task: Regression. Given a peptide amino acid sequence and an MHC pseudo amino acid sequence, predict their binding affinity value. This is MHC class I binding data. (1) The peptide sequence is WALDVPMYF. The MHC is HLA-B58:01 with pseudo-sequence HLA-B58:01. The binding affinity (normalized) is 0.875. (2) The peptide sequence is GRVIPRMLY. The MHC is HLA-B15:17 with pseudo-sequence HLA-B15:17. The binding affinity (normalized) is 0.226.